This data is from Full USPTO retrosynthesis dataset with 1.9M reactions from patents (1976-2016). The task is: Predict the reactants needed to synthesize the given product. Given the product [CH3:3][O:4][C:5]1[CH:10]=[CH:9][C:8]2[NH:11][C:13]([CH:14]([OH:15])[CH3:16])=[N:12][C:7]=2[CH:6]=1, predict the reactants needed to synthesize it. The reactants are: Cl.Cl.[CH3:3][O:4][C:5]1[CH:10]=[CH:9][C:8]([NH2:11])=[C:7]([NH2:12])[CH:6]=1.[C:13]([O-])(=O)[C@H:14]([CH3:16])[OH:15].[Na+].[OH-].[NH4+].